Task: Predict which catalyst facilitates the given reaction.. Dataset: Catalyst prediction with 721,799 reactions and 888 catalyst types from USPTO (1) Reactant: C([O:4][CH2:5][C:6]1[CH:11]=[CH:10][C:9]([CH:12]([CH:33]2[CH2:37][CH2:36][CH2:35][CH2:34]2)[C:13]([NH:15][C:16]2[CH:17]=[C:18]([CH:30]=[CH:31][CH:32]=2)[CH2:19][C:20]2([C:23]([O:25][C:26]([CH3:29])([CH3:28])[CH3:27])=[O:24])[CH2:22][CH2:21]2)=[O:14])=[CH:8][CH:7]=1)(=O)C. Product: [CH:33]1([CH:12]([C:9]2[CH:10]=[CH:11][C:6]([CH2:5][OH:4])=[CH:7][CH:8]=2)[C:13]([NH:15][C:16]2[CH:17]=[C:18]([CH:30]=[CH:31][CH:32]=2)[CH2:19][C:20]2([C:23]([O:25][C:26]([CH3:28])([CH3:27])[CH3:29])=[O:24])[CH2:22][CH2:21]2)=[O:14])[CH2:37][CH2:36][CH2:35][CH2:34]1. The catalyst class is: 547. (2) Reactant: Br[C:2]1[N:10]2[C:5]([N:6]=[N:7][C:8]3[C:14]([O:15][CH3:16])=[CH:13][C:12]([C:17]([F:20])([F:19])[F:18])=[CH:11][C:9]=32)=[C:4]([CH3:21])[N:3]=1.[F:22][C:23]1[C:24]([CH3:32])=[C:25](B(O)O)[CH:26]=[CH:27][CH:28]=1.C(=O)([O-])[O-].[Na+].[Na+]. Product: [F:22][C:23]1[C:24]([CH3:32])=[C:25]([C:2]2[N:10]3[C:5]([N:6]=[N:7][C:8]4[C:14]([O:15][CH3:16])=[CH:13][C:12]([C:17]([F:20])([F:19])[F:18])=[CH:11][C:9]=43)=[C:4]([CH3:21])[N:3]=2)[CH:26]=[CH:27][CH:28]=1. The catalyst class is: 70. (3) Reactant: B(Cl)(Cl)Cl.C(Cl)Cl.C([O:15][C:16]1[C:17]([CH3:30])=[C:18]([CH3:29])[C:19]([NH:23][C:24](=[O:28])[CH:25]([Cl:27])[Cl:26])=[N:20][C:21]=1[CH3:22])C1C=CC=CC=1.CC1C(C)=C(C)C(C)=C(C)C=1. Product: [Cl:27][CH:25]([Cl:26])[C:24]([NH:23][C:19]1[C:18]([CH3:29])=[C:17]([CH3:30])[C:16]([OH:15])=[C:21]([CH3:22])[N:20]=1)=[O:28]. The catalyst class is: 147. (4) Reactant: [OH:1][C@H:2]1[CH2:19][CH2:18][C@@:17]2([CH3:20])[CH:4]([CH2:5][C:6](=[O:22])[C@@H:7]3[C@@H:16]2[CH2:15][CH2:14][C@@:12]2([CH3:13])[C@H:8]3[CH2:9][CH2:10][C:11]2=[O:21])[CH2:3]1. Product: [CH3:13][C@:12]12[CH2:14][CH2:15][C@H:16]3[C@@H:7]([C:6](=[O:22])[CH2:5][CH:4]4[C@:17]3([CH3:20])[CH2:18][CH2:19][C:2](=[O:1])[CH2:3]4)[C@@H:8]1[CH2:9][CH2:10][C:11]2=[O:21]. The catalyst class is: 862.